Dataset: Reaction yield outcomes from USPTO patents with 853,638 reactions. Task: Predict the reaction yield, written as a fraction of the theoretical maximum amount of product (1.0 means a 100% yield; for example, 0.34 means a 34% yield). (1) The reactants are [C:1]([C:5]1[S:9][C:8]([C:10]([NH:12][CH:13]([C:18]2[CH:23]=[CH:22][C:21](B3OC(C)(C)C(C)(C)O3)=[CH:20][CH:19]=2)[C:14]([O:16]C)=[O:15])=[O:11])=[CH:7][CH:6]=1)([CH3:4])([CH3:3])[CH3:2].[Br:33][C:34]1[CH:35]=[N:36][C:37](I)=[N:38][CH:39]=1.C([O-])(O)=O.[Na+].CC(O)=O. The catalyst is C1COCC1.C(#N)C. The product is [Br:33][C:34]1[CH:35]=[N:36][C:37]([C:21]2[CH:20]=[CH:19][C:18]([CH:13]([NH:12][C:10]([C:8]3[S:9][C:5]([C:1]([CH3:3])([CH3:4])[CH3:2])=[CH:6][CH:7]=3)=[O:11])[C:14]([OH:16])=[O:15])=[CH:23][CH:22]=2)=[N:38][CH:39]=1. The yield is 0.460. (2) No catalyst specified. The product is [F:31][C:32]1[C:38]([F:39])=[C:37]([F:40])[CH:36]=[CH:35][C:33]=1[NH:34][C:11]1([C:28]#[N:29])[CH2:12][CH2:13][N:8]([C:7]2[CH:6]=[CH:5][C:4]([N:17]3[CH2:21][C@H:20]([CH2:22][NH:23][C:24](=[O:26])[CH3:25])[O:19][C:18]3=[O:27])=[CH:3][C:2]=2[F:1])[CH2:9][C:10]1([CH3:16])[CH3:15]. The yield is 0.500. The reactants are [F:1][C:2]1[CH:3]=[C:4]([N:17]2[CH2:21][C@H:20]([CH2:22][NH:23][C:24](=[O:26])[CH3:25])[O:19][C:18]2=[O:27])[CH:5]=[CH:6][C:7]=1[N:8]1[CH2:13][CH2:12][C:11](=O)[C:10]([CH3:16])([CH3:15])[CH2:9]1.[C-:28]#[N:29].[Na+].[F:31][C:32]1[C:38]([F:39])=[C:37]([F:40])[CH:36]=[CH:35][C:33]=1[NH2:34].